From a dataset of Reaction yield outcomes from USPTO patents with 853,638 reactions. Predict the reaction yield, written as a fraction of the theoretical maximum amount of product (1.0 means a 100% yield; for example, 0.34 means a 34% yield). (1) The yield is 0.740. The product is [ClH:19].[Cl:19][C:20]1[CH:39]=[CH:38][C:23]([NH:24][C:25]2[C:34]3[C:29](=[CH:30][C:31]([O:37][CH2:7][CH2:6][N:5]4[CH:10]=[CH:9][N:2]=[CH:3]4)=[C:32]([O:35][CH3:36])[CH:33]=3)[N:28]=[CH:27][N:26]=2)=[C:22]([F:40])[CH:21]=1. The catalyst is C(Cl)Cl. The reactants are [N:2]([C:3]([N:5]1[CH2:10][CH2:9]C[CH2:7][CH2:6]1)=O)=[N:2][C:3]([N:5]1[CH2:10][CH2:9]C[CH2:7][CH2:6]1)=O.[Cl:19][C:20]1[CH:39]=[CH:38][C:23]([NH:24][C:25]2[C:34]3[C:29](=[CH:30][C:31]([OH:37])=[C:32]([O:35][CH3:36])[CH:33]=3)[N:28]=[CH:27][N:26]=2)=[C:22]([F:40])[CH:21]=1.C(P(CCCC)CCCC)CCC.N1(CCO)C=CN=C1.C(O)(=O)C. (2) The reactants are Cl[C:2]1[CH:3]=[N:4][CH:5]=[C:6]([Cl:19])[C:7]=1[N:8]1[CH2:18][CH2:17][C:11]2([C:15](=[O:16])[NH:14][CH2:13][CH2:12]2)[CH2:10][CH2:9]1.[C:20]1(B(O)O)[CH:25]=[CH:24][CH:23]=[CH:22][CH:21]=1.C(=O)([O-])[O-].[Na+].[Na+]. The catalyst is C1C=CC([P]([Pd]([P](C2C=CC=CC=2)(C2C=CC=CC=2)C2C=CC=CC=2)([P](C2C=CC=CC=2)(C2C=CC=CC=2)C2C=CC=CC=2)[P](C2C=CC=CC=2)(C2C=CC=CC=2)C2C=CC=CC=2)(C2C=CC=CC=2)C2C=CC=CC=2)=CC=1.C(#N)C. The product is [Cl:19][C:6]1[CH:5]=[N:4][CH:3]=[C:2]([C:20]2[CH:25]=[CH:24][CH:23]=[CH:22][CH:21]=2)[C:7]=1[N:8]1[CH2:18][CH2:17][C:11]2([C:15](=[O:16])[NH:14][CH2:13][CH2:12]2)[CH2:10][CH2:9]1. The yield is 0.280. (3) The reactants are [CH3:1][O:2][C:3]1[CH:37]=[CH:36][C:6]([CH2:7][C@@H:8]([NH:28]C(=O)OC(C)(C)C)[C:9](=[O:27])[N:10]2[CH2:13][C:12]([O:21][CH2:22][CH2:23][CH2:24][CH2:25][CH3:26])([C:14]3[CH:19]=[CH:18][CH:17]=[CH:16][C:15]=3[CH3:20])[CH2:11]2)=[CH:5][CH:4]=1.[F:38][C:39]([F:44])([F:43])[C:40]([OH:42])=[O:41]. The catalyst is ClCCl. The product is [F:38][C:39]([F:44])([F:43])[C:40]([OH:42])=[O:41].[NH2:28][C@H:8]([CH2:7][C:6]1[CH:5]=[CH:4][C:3]([O:2][CH3:1])=[CH:37][CH:36]=1)[C:9]([N:10]1[CH2:11][C:12]([O:21][CH2:22][CH2:23][CH2:24][CH2:25][CH3:26])([C:14]2[CH:19]=[CH:18][CH:17]=[CH:16][C:15]=2[CH3:20])[CH2:13]1)=[O:27]. The yield is 0.970. (4) The reactants are [NH2:1][C:2]1[CH:34]=[CH:33][C:5]([O:6][C:7]2[CH:12]=[CH:11][N:10]=[C:9]3[CH:13]=[C:14]([C:16]4[N:17]([CH3:32])[C:18]([C:21]([NH:23][CH2:24][CH2:25][N:26]5[CH2:31][CH2:30][O:29][CH2:28][CH2:27]5)=[O:22])=[CH:19][N:20]=4)[S:15][C:8]=23)=[C:4]([F:35])[CH:3]=1.CC[N:38]([CH:42]([CH3:44])[CH3:43])[CH:39](C)C.ClC(Cl)([O:48]C(=O)OC(Cl)(Cl)Cl)Cl.C1(N)CC1. The catalyst is C1COCC1. The product is [CH:42]1([NH:38][C:39](=[O:48])[NH:1][C:2]2[CH:34]=[CH:33][C:5]([O:6][C:7]3[CH:12]=[CH:11][N:10]=[C:9]4[CH:13]=[C:14]([C:16]5[N:17]([CH3:32])[C:18]([C:21]([NH:23][CH2:24][CH2:25][N:26]6[CH2:31][CH2:30][O:29][CH2:28][CH2:27]6)=[O:22])=[CH:19][N:20]=5)[S:15][C:8]=34)=[C:4]([F:35])[CH:3]=2)[CH2:43][CH2:44]1. The yield is 0.200. (5) The reactants are [CH3:1][C:2]1([CH3:16])[C:6]([CH3:8])([CH3:7])[O:5][B:4]([C:9]2[CH:10]=[C:11]([CH:13]=[CH:14][CH:15]=2)[NH2:12])[O:3]1.Cl[C:18]1[N:23]=[C:22]([CH3:24])[CH:21]=[CH:20][N:19]=1.O1CCOCC1.CS(O)(=O)=O. The catalyst is C(OCC)(=O)C. The product is [CH3:24][C:22]1[CH:21]=[CH:20][N:19]=[C:18]([NH:12][C:11]2[CH:13]=[CH:14][CH:15]=[C:9]([B:4]3[O:3][C:2]([CH3:16])([CH3:1])[C:6]([CH3:7])([CH3:8])[O:5]3)[CH:10]=2)[N:23]=1. The yield is 0.580. (6) The reactants are [CH3:1][N:2]1[CH:6]=[CH:5][N:4]=[C:3]1[C:7]1[S:15][C:14]2[C:9](=[N:10][CH:11]=[CH:12][C:13]=2[NH:16][C:17]2[CH:22]=[CH:21][C:20]([NH2:23])=[CH:19][CH:18]=2)[CH:8]=1.Cl[C:25]1[CH:30]=[CH:29][CH:28]=[C:27](Cl)[C:26]=1[CH2:32][C:33]([N:35]=[C:36]=[S:37])=[O:34].[N-]=C=S. The yield is 0.120. The product is [CH3:1][N:2]1[CH:6]=[CH:5][N:4]=[C:3]1[C:7]1[S:15][C:14]2[C:9](=[N:10][CH:11]=[CH:12][C:13]=2[NH:16][C:17]2[CH:22]=[CH:21][C:20]([NH:23][C:36]([NH:35][C:33](=[O:34])[CH2:32][C:26]3[CH:25]=[CH:30][CH:29]=[CH:28][CH:27]=3)=[S:37])=[CH:19][CH:18]=2)[CH:8]=1. No catalyst specified. (7) The reactants are [Br:1][C:2]1[CH:3]=[C:4]([C:8](=O)[CH3:9])[CH:5]=[CH:6][CH:7]=1.C([O-])=O.[NH4+:14].Cl. The yield is 0.850. The catalyst is CO.O.C[C]1[C](C)[C](C)[C](C)[C]1C.C[C]1[C](C)[C](C)[C](C)[C]1C.Cl[Rh]Cl.Cl[Rh]Cl. The product is [Br:1][C:2]1[CH:3]=[C:4]([CH:8]([NH2:14])[CH3:9])[CH:5]=[CH:6][CH:7]=1.